From a dataset of HIV replication inhibition screening data with 41,000+ compounds from the AIDS Antiviral Screen. Binary Classification. Given a drug SMILES string, predict its activity (active/inactive) in a high-throughput screening assay against a specified biological target. (1) The drug is O=[N+]([O-])C(Cl)=C(NCCO)C(Cl)=C(Cl)Cl. The result is 0 (inactive). (2) The drug is CC(CCC(=O)O)(CCC(=O)O)[N+](=O)[O-]. The result is 0 (inactive). (3) The drug is COc1cccc(C=Cc2ccc(O)cc2)c1. The result is 0 (inactive). (4) The drug is COc1cc2c(cc1OC)C1c3ccccc3CN1CC2.Cl. The result is 0 (inactive). (5) The compound is COc1cc(SSc2ccc(N)c(OC)c2)ccc1N. The result is 0 (inactive).